Dataset: Forward reaction prediction with 1.9M reactions from USPTO patents (1976-2016). Task: Predict the product of the given reaction. (1) Given the reactants Br[C:2]1[CH:3]=[C:4]([N:8]2[C:12]3[C:13]4[CH:14]=[CH:15][CH:16]=[CH:17][C:18]=4[S:19](=[O:22])(=[O:21])[CH2:20][C:11]=3[C:10]([C:23]([N:25]3[CH2:30][CH2:29][O:28][CH2:27][CH2:26]3)=[O:24])=[N:9]2)[CH:5]=[CH:6][CH:7]=1.[C:31]1(B(O)O)[CH:36]=[CH:35][CH:34]=[CH:33][CH:32]=1.[F-].[Cs+], predict the reaction product. The product is: [C:2]1([C:31]2[CH:36]=[CH:35][CH:34]=[CH:33][CH:32]=2)[CH:7]=[CH:6][CH:5]=[C:4]([N:8]2[C:12]3[C:13]4[CH:14]=[CH:15][CH:16]=[CH:17][C:18]=4[S:19](=[O:22])(=[O:21])[CH2:20][C:11]=3[C:10]([C:23]([N:25]3[CH2:30][CH2:29][O:28][CH2:27][CH2:26]3)=[O:24])=[N:9]2)[CH:3]=1. (2) Given the reactants [C:1]([O:5][C:6]([NH:8][C@@H:9]([CH2:31][C@H:32]1[O:61][C@H:60]([CH2:62][O:63][CH2:64][C:65]2[CH:70]=[CH:69][CH:68]=[CH:67][CH:66]=2)[C@H:51]([O:52][CH2:53][C:54]2[CH:59]=[CH:58][CH:57]=[CH:56][CH:55]=2)[C@H:42]([O:43][CH2:44][C:45]2[CH:50]=[CH:49][CH:48]=[CH:47][CH:46]=2)[C@H:33]1[O:34][CH2:35][C:36]1[CH:41]=[CH:40][CH:39]=[CH:38][CH:37]=1)[C@H:10](O[Si](C(C)(C)C)(C1C=CC=CC=1)C1C=CC=CC=1)[CH:11]=[CH2:12])=[O:7])([CH3:4])([CH3:3])[CH3:2].[OH2:71].O.O.[F-].C([N+](CCCC)(CCCC)CCCC)CCC, predict the reaction product. The product is: [C:1]([O:5][C:6]([NH:8][C@@:9]([OH:71])([CH2:31][C@H:32]1[O:61][C@H:60]([CH2:62][O:63][CH2:64][C:65]2[CH:70]=[CH:69][CH:68]=[CH:67][CH:66]=2)[C@H:51]([O:52][CH2:53][C:54]2[CH:59]=[CH:58][CH:57]=[CH:56][CH:55]=2)[C@H:42]([O:43][CH2:44][C:45]2[CH:50]=[CH:49][CH:48]=[CH:47][CH:46]=2)[C@H:33]1[O:34][CH2:35][C:36]1[CH:37]=[CH:38][CH:39]=[CH:40][CH:41]=1)[CH2:10][CH:11]=[CH2:12])=[O:7])([CH3:4])([CH3:3])[CH3:2]. (3) Given the reactants [CH:1]1([N:6]2[C:10]3[N:11]=[C:12]([NH:15][C:16]4[CH:24]=[CH:23][C:19]([C:20](O)=[O:21])=[CH:18][N:17]=4)[N:13]=[CH:14][C:9]=3[CH:8]=[C:7]2[C:25](=[O:29])[N:26]([CH3:28])[CH3:27])[CH2:5][CH2:4][CH2:3][CH2:2]1.[CH2:30]([O:37][C:38]([N:40]1[CH:45]2[CH2:46][NH:47][CH2:48][CH:41]1[CH2:42][O:43][CH2:44]2)=[O:39])[C:31]1[CH:36]=[CH:35][CH:34]=[CH:33][CH:32]=1, predict the reaction product. The product is: [CH2:30]([O:37][C:38]([N:40]1[CH:45]2[CH2:46][N:47]([C:20]([C:19]3[CH:18]=[N:17][C:16]([NH:15][C:12]4[N:13]=[CH:14][C:9]5[CH:8]=[C:7]([C:25](=[O:29])[N:26]([CH3:28])[CH3:27])[N:6]([CH:1]6[CH2:5][CH2:4][CH2:3][CH2:2]6)[C:10]=5[N:11]=4)=[CH:24][CH:23]=3)=[O:21])[CH2:48][CH:41]1[CH2:42][O:43][CH2:44]2)=[O:39])[C:31]1[CH:32]=[CH:33][CH:34]=[CH:35][CH:36]=1. (4) Given the reactants [CH3:1][O:2][C:3](=[O:12])[CH2:4][C:5]1[CH:10]=[CH:9][CH:8]=[C:7]([NH2:11])[CH:6]=1.CCN(C(C)C)C(C)C.[Cl:22][C:23]1[N:28]=[C:27](Cl)[N:26]=[CH:25][N:24]=1, predict the reaction product. The product is: [CH3:1][O:2][C:3](=[O:12])[CH2:4][C:5]1[CH:10]=[CH:9][CH:8]=[C:7]([NH:11][C:27]2[N:28]=[C:23]([Cl:22])[N:24]=[CH:25][N:26]=2)[CH:6]=1. (5) The product is: [N:1]1([CH2:6][CH2:7][CH2:8][O:9][C:10]2[CH:11]=[CH:12][C:13]([C:16]3([CH2:22][NH:23][C:38](=[O:39])[O:37][C:33]([CH3:36])([CH3:35])[CH3:34])[CH2:21][CH2:20][CH2:19][CH2:18][CH2:17]3)=[CH:14][CH:15]=2)[CH2:2][CH2:3][CH2:4][CH2:5]1. Given the reactants [N:1]1([CH2:6][CH2:7][CH2:8][O:9][C:10]2[CH:15]=[CH:14][C:13]([C:16]3([CH2:22][NH2:23])[CH2:21][CH2:20][CH2:19][CH2:18][CH2:17]3)=[CH:12][CH:11]=2)[CH2:5][CH2:4][CH2:3][CH2:2]1.C(N(CC)C(C)C)(C)C.[C:33]([O:37][C:38](O[C:38]([O:37][C:33]([CH3:36])([CH3:35])[CH3:34])=[O:39])=[O:39])([CH3:36])([CH3:35])[CH3:34], predict the reaction product.